The task is: Predict the reactants needed to synthesize the given product.. This data is from Full USPTO retrosynthesis dataset with 1.9M reactions from patents (1976-2016). (1) Given the product [F:15][C:11]1[CH:10]=[C:9]([CH:6]2[NH:5][C:3](=[O:4])[CH2:2][O:8][CH2:7]2)[CH:14]=[CH:13][CH:12]=1, predict the reactants needed to synthesize it. The reactants are: Cl[CH2:2][C:3]([NH:5][CH:6]([C:9]1[CH:14]=[CH:13][CH:12]=[C:11]([F:15])[CH:10]=1)[CH2:7][OH:8])=[O:4].[H-].[Na+]. (2) Given the product [CH3:6][N:4]([CH:3]=[C:13]([C:14](=[O:17])[CH2:15][CH3:16])[C:12]([O:11][CH2:9][CH3:10])=[O:18])[CH3:5], predict the reactants needed to synthesize it. The reactants are: CO[CH:3](OC)[N:4]([CH3:6])[CH3:5].[CH2:9]([O:11][C:12](=[O:18])[CH2:13][C:14](=[O:17])[CH2:15][CH3:16])[CH3:10]. (3) Given the product [CH3:1][C@@H:2]([NH:13][CH2:14][CH2:15][CH2:16][C:17]1[CH:18]=[CH:19][CH:20]=[C:21]([C:23]([F:24])([F:25])[F:26])[CH:22]=1)[C:3]1[CH:4]=[CH:5][CH:6]=[C:7]2[CH:12]=[CH:11][CH:10]=[CH:9][C:8]=12, predict the reactants needed to synthesize it. The reactants are: [CH3:1][C@@H:2]([NH:13][CH2:14][CH2:15][CH2:16][C:17]1[CH:18]=[CH:19][CH:20]=[C:21]([C:23]([F:26])([F:25])[F:24])[CH:22]=1)[C:3]1[CH:4]=[CH:5][CH:6]=[C:7]2[CH:12]=[CH:11][CH:10]=[CH:9][C:8]=12.Cl.O.C(=O)([O-])[O-].[Na+].[Na+]. (4) Given the product [CH:1]1([C:4]2[N:8]([C:9]3[N:17]=[C:16]4[C:12]([N:13]=[C:14]([C:19]([OH:31])=[O:20])[N:15]4[CH3:18])=[C:11]([N:21]4[CH2:26][CH2:25][O:24][CH2:23][CH2:22]4)[N:10]=3)[C:7]3[CH:27]=[CH:28][CH:29]=[CH:30][C:6]=3[N:5]=2)[CH2:3][CH2:2]1, predict the reactants needed to synthesize it. The reactants are: [CH:1]1([C:4]2[N:8]([C:9]3[N:17]=[C:16]4[C:12]([N:13]=[C:14]([CH:19]=[O:20])[N:15]4[CH3:18])=[C:11]([N:21]4[CH2:26][CH2:25][O:24][CH2:23][CH2:22]4)[N:10]=3)[C:7]3[CH:27]=[CH:28][CH:29]=[CH:30][C:6]=3[N:5]=2)[CH2:3][CH2:2]1.[OH-:31].[Na+]. (5) Given the product [CH2:45]([N:44]([CH2:43][CH:39]1[CH2:40][CH2:41][CH2:42][O:38]1)[C:15]1[C:16]2[CH2:22][N:21]([C:23]([O:25][C:26]([CH3:29])([CH3:27])[CH3:28])=[O:24])[CH2:20][CH2:19][C:17]=2[N:18]=[C:13]([NH:12][C:9]2[CH:10]=[CH:11][C:6]([C:5]3[O:1][CH:2]=[N:3][CH:4]=3)=[CH:7][CH:8]=2)[N:14]=1)[CH3:46], predict the reactants needed to synthesize it. The reactants are: [O:1]1[C:5]([C:6]2[CH:11]=[CH:10][C:9]([NH:12][C:13]3[N:14]=[C:15](OS(C(F)(F)F)(=O)=O)[C:16]4[CH2:22][N:21]([C:23]([O:25][C:26]([CH3:29])([CH3:28])[CH3:27])=[O:24])[CH2:20][CH2:19][C:17]=4[N:18]=3)=[CH:8][CH:7]=2)=[CH:4][N:3]=[CH:2]1.[O:38]1[CH2:42][CH2:41][CH2:40][CH:39]1[CH2:43][NH:44][CH2:45][CH3:46].